This data is from Full USPTO retrosynthesis dataset with 1.9M reactions from patents (1976-2016). The task is: Predict the reactants needed to synthesize the given product. (1) Given the product [Br:1][C:2]1[CH:7]=[CH:6][C:5]([C:8]2[N:9]([Cl:25])[CH:10]([C:14]3[C:19]([F:20])=[CH:18][CH:17]=[CH:16][C:15]=3[F:21])[N:11]=[CH:12][CH:13]=2)=[CH:4][CH:3]=1, predict the reactants needed to synthesize it. The reactants are: [Br:1][C:2]1[CH:7]=[CH:6][C:5]([C:8]2[N:9](O)[CH:10]([C:14]3[C:19]([F:20])=[CH:18][CH:17]=[CH:16][C:15]=3[F:21])[N:11]=[CH:12][CH:13]=2)=[CH:4][CH:3]=1.O=P(Cl)(Cl)[Cl:25].[OH-].[Na+]. (2) Given the product [CH3:1][O:2][C:3]1[CH:4]=[CH:5][C:6]2[N:7]([N:9]=[C:10]([C:15]3[CH:16]=[CH:17][CH:18]=[CH:19][CH:20]=3)[CH:11]=2)[CH:8]=1, predict the reactants needed to synthesize it. The reactants are: [CH3:1][O:2][C:3]1[CH:4]=[CH:5][C:6]2[N:7]([N:9]=[C:10]([C:15]3[CH:20]=[CH:19][CH:18]=[CH:17][CH:16]=3)[C:11]=2C(O)=O)[CH:8]=1. (3) Given the product [C:1]1([C:27]2[CH:32]=[CH:31][CH:30]=[CH:29][CH:28]=2)[CH:6]=[CH:5][C:4]([C:7]([N:9]2[CH2:14][CH2:13][N:12]([C:15]3[C:16]4[CH:24]=[C:23]([CH2:25][CH3:26])[S:22][C:17]=4[N:18]=[C:19]([NH:37][CH2:36][CH2:35][N:34]([CH3:38])[CH3:33])[N:20]=3)[CH2:11][CH2:10]2)=[O:8])=[CH:3][CH:2]=1, predict the reactants needed to synthesize it. The reactants are: [C:1]1([C:27]2[CH:32]=[CH:31][CH:30]=[CH:29][CH:28]=2)[CH:6]=[CH:5][C:4]([C:7]([N:9]2[CH2:14][CH2:13][N:12]([C:15]3[C:16]4[CH:24]=[C:23]([CH2:25][CH3:26])[S:22][C:17]=4[N:18]=[C:19](Cl)[N:20]=3)[CH2:11][CH2:10]2)=[O:8])=[CH:3][CH:2]=1.[CH3:33][N:34]([CH3:38])[CH2:35][CH2:36][NH2:37]. (4) Given the product [CH2:6]1[O:11][CH2:7]1.[OH:34][C:2]1[CH:7]=[CH:6][C:5]([C:19]([C:16]2[CH:17]=[CH:10][C:9]([OH:11])=[CH:14][CH:15]=2)([CH3:21])[CH3:20])=[CH:4][CH:3]=1.[CH2:2]1[O:11][CH:3]1[CH3:4].[OH:47][C:2]1[CH:7]=[CH:6][C:5]([C:19]([C:16]2[CH:17]=[CH:10][C:9]([OH:11])=[CH:14][CH:15]=2)([CH3:21])[CH3:20])=[CH:4][CH:3]=1, predict the reactants needed to synthesize it. The reactants are: N[CH2:2][CH2:3][CH2:4][CH2:5][CH2:6][CH2:7]N.[CH2:9]1[O:11][CH2:10]1.OC1C=[CH:17][C:16]([C:19](C2C=CC(O)=CC=2)([CH3:21])[CH3:20])=[CH:15][CH:14]=1.C(O)(=O)C1C=CC=C(C(O)=[O:34])C=1.C(O)(=O)C1C=CC(C(O)=[O:47])=CC=1.C(C1CC(=O)OC1=O)=CCCCCCCCCCC.[N-]=C=O.[N-]=C=O.C1(CC2C=CC=CC=2)C=CC=CC=1. (5) Given the product [Si:19]([O:1][CH2:2][C@H:3]1[C@H:8]([OH:9])[CH:7]=[CH:6][CH2:5][O:4]1)([C:16]([CH3:18])([CH3:17])[CH3:15])([CH3:21])[CH3:20], predict the reactants needed to synthesize it. The reactants are: [OH:1][CH2:2][C@H:3]1[C@H:8]([OH:9])[CH:7]=[CH:6][CH2:5][O:4]1.N1C=CN=C1.[CH3:15][C:16]([Si:19](Cl)([CH3:21])[CH3:20])([CH3:18])[CH3:17].